From a dataset of Catalyst prediction with 721,799 reactions and 888 catalyst types from USPTO. Predict which catalyst facilitates the given reaction. Reactant: [F:1][C:2]1[CH:7]=[CH:6][C:5]([C:8]2[CH:12]=[CH:11][NH:10][N:9]=2)=[CH:4][CH:3]=1.[Br:13]Br. Product: [Br:13][C:12]1[C:8]([C:5]2[CH:4]=[CH:3][C:2]([F:1])=[CH:7][CH:6]=2)=[N:9][NH:10][CH:11]=1. The catalyst class is: 15.